Dataset: Peptide-MHC class I binding affinity with 185,985 pairs from IEDB/IMGT. Task: Regression. Given a peptide amino acid sequence and an MHC pseudo amino acid sequence, predict their binding affinity value. This is MHC class I binding data. The peptide sequence is LFSDLANS. The MHC is H-2-Db with pseudo-sequence H-2-Db. The binding affinity (normalized) is 0.